Dataset: NCI-60 drug combinations with 297,098 pairs across 59 cell lines. Task: Regression. Given two drug SMILES strings and cell line genomic features, predict the synergy score measuring deviation from expected non-interaction effect. (1) Drug 1: CC1OCC2C(O1)C(C(C(O2)OC3C4COC(=O)C4C(C5=CC6=C(C=C35)OCO6)C7=CC(=C(C(=C7)OC)O)OC)O)O. Drug 2: C1=NC2=C(N1)C(=S)N=CN2. Cell line: OVCAR-4. Synergy scores: CSS=27.7, Synergy_ZIP=-10.9, Synergy_Bliss=-12.4, Synergy_Loewe=-30.1, Synergy_HSA=-11.2. (2) Drug 1: CC12CCC(CC1=CCC3C2CCC4(C3CC=C4C5=CN=CC=C5)C)O. Drug 2: C1=CC(=CC=C1CCC2=CNC3=C2C(=O)NC(=N3)N)C(=O)NC(CCC(=O)O)C(=O)O. Cell line: HS 578T. Synergy scores: CSS=11.2, Synergy_ZIP=-3.06, Synergy_Bliss=0.591, Synergy_Loewe=-8.74, Synergy_HSA=-1.50. (3) Drug 2: C1=CC(=CC=C1CCC2=CNC3=C2C(=O)NC(=N3)N)C(=O)NC(CCC(=O)O)C(=O)O. Drug 1: C1CC(=O)NC(=O)C1N2CC3=C(C2=O)C=CC=C3N. Synergy scores: CSS=35.2, Synergy_ZIP=-1.28, Synergy_Bliss=-0.899, Synergy_Loewe=-14.5, Synergy_HSA=2.13. Cell line: U251. (4) Drug 1: CS(=O)(=O)C1=CC(=C(C=C1)C(=O)NC2=CC(=C(C=C2)Cl)C3=CC=CC=N3)Cl. Drug 2: C1=CC(=C2C(=C1NCCNCCO)C(=O)C3=C(C=CC(=C3C2=O)O)O)NCCNCCO. Cell line: MALME-3M. Synergy scores: CSS=39.4, Synergy_ZIP=10.2, Synergy_Bliss=10.4, Synergy_Loewe=-8.39, Synergy_HSA=9.64. (5) Drug 1: CCCCC(=O)OCC(=O)C1(CC(C2=C(C1)C(=C3C(=C2O)C(=O)C4=C(C3=O)C=CC=C4OC)O)OC5CC(C(C(O5)C)O)NC(=O)C(F)(F)F)O. Cell line: HL-60(TB). Drug 2: COCCOC1=C(C=C2C(=C1)C(=NC=N2)NC3=CC=CC(=C3)C#C)OCCOC.Cl. Synergy scores: CSS=31.2, Synergy_ZIP=-2.55, Synergy_Bliss=-5.94, Synergy_Loewe=-16.0, Synergy_HSA=-4.73. (6) Drug 1: C1CC(=O)NC(=O)C1N2CC3=C(C2=O)C=CC=C3N. Drug 2: C(=O)(N)NO. Cell line: HCT116. Synergy scores: CSS=6.73, Synergy_ZIP=-2.62, Synergy_Bliss=-1.94, Synergy_Loewe=-0.0936, Synergy_HSA=-0.0134.